From a dataset of Full USPTO retrosynthesis dataset with 1.9M reactions from patents (1976-2016). Predict the reactants needed to synthesize the given product. Given the product [OH:1][CH2:2][CH:3]1[CH2:8][CH2:7][C:6]([CH3:10])([OH:9])[CH2:5][CH2:4]1, predict the reactants needed to synthesize it. The reactants are: [OH:1][CH2:2][CH:3]1[CH2:8][CH2:7][C:6](=[O:9])[CH2:5][CH2:4]1.[CH3:10][Mg]Br.